This data is from Full USPTO retrosynthesis dataset with 1.9M reactions from patents (1976-2016). The task is: Predict the reactants needed to synthesize the given product. Given the product [CH2:1]([O:3][C:4](=[O:15])[CH2:5][C:6]1[CH:11]=[CH:10][C:9]([O:12][S:28]([C:27]([F:40])([F:39])[F:26])(=[O:30])=[O:29])=[C:8]([O:13][CH3:14])[CH:7]=1)[CH3:2], predict the reactants needed to synthesize it. The reactants are: [CH2:1]([O:3][C:4](=[O:15])[CH2:5][C:6]1[CH:11]=[CH:10][C:9]([OH:12])=[C:8]([O:13][CH3:14])[CH:7]=1)[CH3:2].C(N(CC)CC)C.C(=O)=O.[F:26][C:27]([F:40])([F:39])[S:28](O[S:28]([C:27]([F:40])([F:39])[F:26])(=[O:30])=[O:29])(=[O:30])=[O:29].